From a dataset of Full USPTO retrosynthesis dataset with 1.9M reactions from patents (1976-2016). Predict the reactants needed to synthesize the given product. (1) Given the product [C:40]([CH2:39][N:4]1[CH2:3][CH2:2][N:1]([C:7]2[CH:8]=[CH:9][C:10]([NH:13][C:14]([C:16]3[C:17]([C:23]4[CH:24]=[CH:25][C:26]([CH:29]([CH3:31])[CH3:30])=[CH:27][CH:28]=4)=[C:18]([CH3:22])[CH:19]=[CH:20][CH:21]=3)=[O:15])=[CH:11][CH:12]=2)[CH2:6][CH2:5]1)(=[O:41])[NH2:42], predict the reactants needed to synthesize it. The reactants are: [N:1]1([C:7]2[CH:12]=[CH:11][C:10]([NH:13][C:14]([C:16]3[C:17]([C:23]4[CH:28]=[CH:27][C:26]([CH:29]([CH3:31])[CH3:30])=[CH:25][CH:24]=4)=[C:18]([CH3:22])[CH:19]=[CH:20][CH:21]=3)=[O:15])=[CH:9][CH:8]=2)[CH2:6][CH2:5][NH:4][CH2:3][CH2:2]1.C([O-])([O-])=O.[K+].[K+].Br[CH2:39][C:40]([NH2:42])=[O:41]. (2) Given the product [Cl:1][C:2]1[C:3]([C:4]([O:5][CH3:11])=[O:18])=[CH:7][CH:8]=[CH:9][N:10]=1, predict the reactants needed to synthesize it. The reactants are: [Cl:1][C:2]1[N:10]=[CH:9][CH:8]=[CH:7][C:3]=1[C:4](Cl)=[O:5].[CH3:11]CN(CC)CC.[OH2:18]. (3) Given the product [NH2:20][C:21]1[C:26]2[N:27]=[C:28]([CH2:35][CH2:36][CH3:37])[N:29]([CH2:30][CH2:31][CH2:32][CH2:33][N:48]([O:47][C:45]([O:44][C:40]([CH3:43])([CH3:42])[CH3:41])=[O:46])[C:49](=[O:55])[O:50][C:51]([CH3:54])([CH3:53])[CH3:52])[C:25]=2[C:24]([CH3:38])=[C:23]([CH3:39])[N:22]=1, predict the reactants needed to synthesize it. The reactants are: C1(P(C2C=CC=CC=2)C2C=CC=CC=2)C=CC=CC=1.[NH2:20][C:21]1[C:26]2[N:27]=[C:28]([CH2:35][CH2:36][CH3:37])[N:29]([CH2:30][CH2:31][CH2:32][CH2:33]O)[C:25]=2[C:24]([CH3:38])=[C:23]([CH3:39])[N:22]=1.[C:40]([O:44][C:45]([O:47][NH:48][C:49](=[O:55])[O:50][C:51]([CH3:54])([CH3:53])[CH3:52])=[O:46])([CH3:43])([CH3:42])[CH3:41].N(C(OC(C)C)=O)=NC(OC(C)C)=O. (4) Given the product [F:18][C:19]1[CH:25]=[C:24]([F:26])[C:23]([O:27][CH3:28])=[CH:22][C:20]=1[NH:21][C:2]1[CH:3]=[CH:4][C:5]([O:8][C:9]2[CH:14]=[CH:13][CH:12]=[C:11]([N:15]([CH3:17])[CH3:16])[CH:10]=2)=[CH:6][N:7]=1, predict the reactants needed to synthesize it. The reactants are: Cl[C:2]1[N:7]=[CH:6][C:5]([O:8][C:9]2[CH:10]=[C:11]([N:15]([CH3:17])[CH3:16])[CH:12]=[CH:13][CH:14]=2)=[CH:4][CH:3]=1.[F:18][C:19]1[CH:25]=[C:24]([F:26])[C:23]([O:27][CH3:28])=[CH:22][C:20]=1[NH2:21].C1(P(C2C=CC=CC=2)C2C3OC4C(=CC=CC=4P(C4C=CC=CC=4)C4C=CC=CC=4)C(C)(C)C=3C=CC=2)C=CC=CC=1.C(=O)([O-])[O-].[Cs+].[Cs+]. (5) Given the product [C:12]12([C:22](=[O:32])[CH2:23][S:24]([C:25]3[CH:30]=[CH:29][C:28]([CH3:31])=[CH:27][CH:26]=3)=[O:9])[CH2:21][CH:16]3[CH2:17][CH:18]([CH2:20][CH:14]([CH2:15]3)[CH2:13]1)[CH2:19]2, predict the reactants needed to synthesize it. The reactants are: C1C=C(Cl)C=C(C(OO)=[O:9])C=1.[C:12]12([C:22](=[O:32])[CH2:23][S:24][C:25]3[CH:30]=[CH:29][C:28]([CH3:31])=[CH:27][CH:26]=3)[CH2:21][CH:16]3[CH2:17][CH:18]([CH2:20][CH:14]([CH2:15]3)[CH2:13]1)[CH2:19]2. (6) Given the product [C:25]1([CH:24]2[C:5]3[CH:4]=[N:3][CH:2]=[CH:7][C:6]=3[C:33](=[O:32])[O:31]2)[CH:30]=[CH:29][CH:28]=[CH:27][CH:26]=1, predict the reactants needed to synthesize it. The reactants are: C[C:2]1(C)[CH2:7][CH2:6][CH2:5][C:4](C)(C)[NH:3]1.C([Li])CCC.C(#N)C1C=CN=CC=1.[CH:24](=[O:31])[C:25]1[CH:30]=[CH:29][CH:28]=[CH:27][CH:26]=1.[O:32]1CCC[CH2:33]1. (7) Given the product [F:30][C:29]([F:32])([F:31])[C:27]([OH:33])=[O:28].[Cl:25][C:20]1[CH:21]=[CH:22][CH:23]=[CH:24][C:19]=1[C@@H:17]1[CH2:18][C@H:16]1[NH:15][C:14]([C@@H:13]1[CH2:12][C@@H:11]2[C@@H:9]([CH2:10]2)[NH:8]1)=[O:26], predict the reactants needed to synthesize it. The reactants are: C(OC([N:8]1[C@H:13]([C:14](=[O:26])[NH:15][C@@H:16]2[CH2:18][C@H:17]2[C:19]2[CH:24]=[CH:23][CH:22]=[CH:21][C:20]=2[Cl:25])[CH2:12][C@@H:11]2[C@H:9]1[CH2:10]2)=O)(C)(C)C.[C:27]([OH:33])([C:29]([F:32])([F:31])[F:30])=[O:28]. (8) Given the product [CH3:14][O:13][C:6]1[CH:7]=[C:8]([O:11][CH3:12])[CH:9]=[CH:10][C:5]=1[CH2:4][N:1]1[CH:16]=[C:15]([C:17]2[CH:24]=[CH:23][CH:22]=[CH:21][C:18]=2[CH:19]=[O:20])[N:3]=[N:2]1, predict the reactants needed to synthesize it. The reactants are: [N:1]([CH2:4][C:5]1[CH:10]=[CH:9][C:8]([O:11][CH3:12])=[CH:7][C:6]=1[O:13][CH3:14])=[N+:2]=[N-:3].[C:15]([C:17]1[CH:24]=[CH:23][CH:22]=[CH:21][C:18]=1[CH:19]=[O:20])#[CH:16].C(O)(C)(C)C.O=C1O[C@H]([C@H](CO)O)C([O-])=C1O.[Na+].